This data is from NCI-60 drug combinations with 297,098 pairs across 59 cell lines. The task is: Regression. Given two drug SMILES strings and cell line genomic features, predict the synergy score measuring deviation from expected non-interaction effect. (1) Drug 1: CC1C(C(CC(O1)OC2CC(OC(C2O)C)OC3=CC4=CC5=C(C(=O)C(C(C5)C(C(=O)C(C(C)O)O)OC)OC6CC(C(C(O6)C)O)OC7CC(C(C(O7)C)O)OC8CC(C(C(O8)C)O)(C)O)C(=C4C(=C3C)O)O)O)O. Drug 2: CCCCCOC(=O)NC1=NC(=O)N(C=C1F)C2C(C(C(O2)C)O)O. Cell line: MCF7. Synergy scores: CSS=27.9, Synergy_ZIP=0.836, Synergy_Bliss=1.32, Synergy_Loewe=-34.5, Synergy_HSA=-0.626. (2) Drug 1: CC1C(C(CC(O1)OC2CC(OC(C2O)C)OC3=CC4=CC5=C(C(=O)C(C(C5)C(C(=O)C(C(C)O)O)OC)OC6CC(C(C(O6)C)O)OC7CC(C(C(O7)C)O)OC8CC(C(C(O8)C)O)(C)O)C(=C4C(=C3C)O)O)O)O. Drug 2: CCN(CC)CCCC(C)NC1=C2C=C(C=CC2=NC3=C1C=CC(=C3)Cl)OC. Cell line: LOX IMVI. Synergy scores: CSS=23.6, Synergy_ZIP=-0.0779, Synergy_Bliss=-0.0225, Synergy_Loewe=-12.8, Synergy_HSA=0.720. (3) Drug 1: C(CC(=O)O)C(=O)CN.Cl. Drug 2: CCC1(C2=C(COC1=O)C(=O)N3CC4=CC5=C(C=CC(=C5CN(C)C)O)N=C4C3=C2)O.Cl. Cell line: SF-268. Synergy scores: CSS=28.9, Synergy_ZIP=-4.70, Synergy_Bliss=-2.59, Synergy_Loewe=-13.2, Synergy_HSA=-1.52. (4) Cell line: MALME-3M. Synergy scores: CSS=-5.00, Synergy_ZIP=1.40, Synergy_Bliss=-2.59, Synergy_Loewe=-4.02, Synergy_HSA=-4.78. Drug 1: CN1C(=O)N2C=NC(=C2N=N1)C(=O)N. Drug 2: C1=CN(C=N1)CC(O)(P(=O)(O)O)P(=O)(O)O. (5) Cell line: COLO 205. Drug 1: CC1=C(C(=O)C2=C(C1=O)N3CC4C(C3(C2COC(=O)N)OC)N4)N. Drug 2: COC1=C2C(=CC3=C1OC=C3)C=CC(=O)O2. Synergy scores: CSS=25.7, Synergy_ZIP=0.910, Synergy_Bliss=-0.858, Synergy_Loewe=-20.8, Synergy_HSA=-1.63. (6) Cell line: CCRF-CEM. Drug 1: C1CC(C1)(C(=O)O)C(=O)O.[NH2-].[NH2-].[Pt+2]. Drug 2: CC1CCCC2(C(O2)CC(NC(=O)CC(C(C(=O)C(C1O)C)(C)C)O)C(=CC3=CSC(=N3)C)C)C. Synergy scores: CSS=64.5, Synergy_ZIP=6.79, Synergy_Bliss=2.72, Synergy_Loewe=-32.2, Synergy_HSA=2.20.